From a dataset of Forward reaction prediction with 1.9M reactions from USPTO patents (1976-2016). Predict the product of the given reaction. (1) Given the reactants Br[CH2:2][C:3]([C:5]1[CH:10]=[CH:9][C:8]([F:11])=[CH:7][C:6]=1[F:12])=O.[S:13]1[CH:17]=[CH:16][N:15]=[C:14]1[NH2:18], predict the reaction product. The product is: [F:12][C:6]1[CH:7]=[C:8]([F:11])[CH:9]=[CH:10][C:5]=1[C:3]1[N:18]=[C:14]2[N:15]([CH:2]=1)[CH:16]=[CH:17][S:13]2. (2) Given the reactants [CH3:1][S:2]([C:5]1[CH:10]=[CH:9][C:8]([CH2:11][CH2:12][C:13]([O:15][CH3:16])=[O:14])=[CH:7][CH:6]=1)(=[NH:4])=[O:3].[CH3:17][C:18]1[CH:22]=[CH:21][O:20][C:19]=1[C:23]([NH:25][C:26]1[CH:27]=[C:28]([C:32]#[C:33][C:34]2[CH:35]=[N:36][CH:37]=[C:38]([CH:42]=2)[C:39](O)=[O:40])[CH:29]=[CH:30][CH:31]=1)=[O:24], predict the reaction product. The product is: [CH3:1][S:2]([C:5]1[CH:6]=[CH:7][C:8]([CH2:11][CH2:12][C:13]([O:15][CH3:16])=[O:14])=[CH:9][CH:10]=1)(=[N:4][C:39]([C:38]1[CH:37]=[N:36][CH:35]=[C:34]([C:33]#[C:32][C:28]2[CH:29]=[CH:30][CH:31]=[C:26]([NH:25][C:23]([C:19]3[O:20][CH:21]=[CH:22][C:18]=3[CH3:17])=[O:24])[CH:27]=2)[CH:42]=1)=[O:40])=[O:3]. (3) Given the reactants [Cl:1][C:2]1[CH:7]=[CH:6][C:5]([NH:8][CH2:9][CH2:10][NH2:11])=[CH:4][CH:3]=1.N1C(C)=CC=CC=1C.[I-].[K+].Br[CH2:23][CH2:24][CH:25]=[C:26]1[C:32]2[CH:33]=[CH:34][CH:35]=[N:36][C:31]=2[CH2:30][O:29][C:28]2[CH:37]=[CH:38][C:39]([C:41]([OH:44])([CH3:43])[CH3:42])=[CH:40][C:27]1=2, predict the reaction product. The product is: [Cl:1][C:2]1[CH:3]=[CH:4][C:5]([NH:8][CH2:9][CH2:10][NH:11][CH2:23][CH2:24][CH:25]=[C:26]2[C:32]3[CH:33]=[CH:34][CH:35]=[N:36][C:31]=3[CH2:30][O:29][C:28]3[CH:37]=[CH:38][C:39]([C:41]([OH:44])([CH3:43])[CH3:42])=[CH:40][C:27]2=3)=[CH:6][CH:7]=1. (4) Given the reactants [CH:1]1[C:13]2[CH:12]([CH2:14][O:15][C:16]([NH:18][C@@H:19]([CH2:23][CH2:24][CH2:25][CH2:26][NH2:27])[C:20]([OH:22])=[O:21])=[O:17])[C:11]3[C:6](=[CH:7][CH:8]=[CH:9][CH:10]=3)[C:5]=2[CH:4]=[CH:3][CH:2]=1.[C:28]([NH:43][C@@H:44]([CH2:52][CH2:53][C:54](OC1C(F)=C(F)C(F)=C(F)C=1F)=[O:55])[C:45]([O:47][C:48]([CH3:51])([CH3:50])[CH3:49])=[O:46])(=[O:42])[CH2:29][CH2:30][CH2:31][CH2:32][CH2:33][CH2:34][CH2:35][CH2:36][CH2:37][CH2:38][CH2:39][CH2:40][CH3:41].CCN(C(C)C)C(C)C.C(O)(=O)CC(CC(O)=O)(C(O)=O)O, predict the reaction product. The product is: [CH:10]1[C:11]2[CH:12]([CH2:14][O:15][C:16]([NH:18][C@@H:19]([CH2:23][CH2:24][CH2:25][CH2:26][NH:27][C:54](=[O:55])[CH2:53][CH2:52][C@H:44]([NH:43][C:28](=[O:42])[CH2:29][CH2:30][CH2:31][CH2:32][CH2:33][CH2:34][CH2:35][CH2:36][CH2:37][CH2:38][CH2:39][CH2:40][CH3:41])[C:45]([O:47][C:48]([CH3:51])([CH3:50])[CH3:49])=[O:46])[C:20]([OH:22])=[O:21])=[O:17])[C:13]3[C:5](=[CH:4][CH:3]=[CH:2][CH:1]=3)[C:6]=2[CH:7]=[CH:8][CH:9]=1. (5) Given the reactants [F:1][C:2]1[CH:3]=[C:4]2[C:8](=[CH:9][CH:10]=1)[NH:7][C:6](=[O:11])[C@:5]12[CH2:13][C@:12]1([C:17]1[CH:22]=[CH:21][C:20]([I:23])=[CH:19][CH:18]=1)[CH:14]([CH3:16])[CH3:15].[C:24]([O-:27])([O-])=O.[Cs+].[Cs+].CN([CH:33]=[O:34])C, predict the reaction product. The product is: [CH3:24][O:27][C:33](=[O:34])[C:2]1[CH:10]=[CH:9][CH:8]=[C:4]([CH2:5][N:7]2[C:8]3[C:4](=[CH:3][C:2]([F:1])=[CH:10][CH:9]=3)[C@:5]3([CH2:13][C@:12]3([C:17]3[CH:18]=[CH:19][C:20]([I:23])=[CH:21][CH:22]=3)[CH:14]([CH3:16])[CH3:15])[C:6]2=[O:11])[CH:3]=1.